Dataset: Catalyst prediction with 721,799 reactions and 888 catalyst types from USPTO. Task: Predict which catalyst facilitates the given reaction. (1) Reactant: O.NN.[C:4]1([N:14]2[CH2:19][CH2:18][N:17]([CH2:20][CH2:21][N:22]3C(=O)C4C(=CC=CC=4)C3=O)[CH2:16][CH2:15]2)[C:13]2[C:8](=[CH:9][CH:10]=[CH:11][CH:12]=2)[CH:7]=[CH:6][CH:5]=1. Product: [C:4]1([N:14]2[CH2:15][CH2:16][N:17]([CH2:20][CH2:21][NH2:22])[CH2:18][CH2:19]2)[C:13]2[C:8](=[CH:9][CH:10]=[CH:11][CH:12]=2)[CH:7]=[CH:6][CH:5]=1. The catalyst class is: 8. (2) Reactant: [CH3:1][C:2]1[N:10]=[CH:9][C:8]([N+:11]([O-:13])=[O:12])=[CH:7][C:3]=1[C:4]([OH:6])=O.[NH2:14][C:15]1[CH:20]=[CH:19][CH:18]=[CH:17][CH:16]=1.CCN(C(C)C)C(C)C.CN(C(ON1N=NC2C=CC=NC1=2)=[N+](C)C)C.F[P-](F)(F)(F)(F)F. Product: [CH3:1][C:2]1[N:10]=[CH:9][C:8]([N+:11]([O-:13])=[O:12])=[CH:7][C:3]=1[C:4]([NH:14][C:15]1[CH:20]=[CH:19][CH:18]=[CH:17][CH:16]=1)=[O:6]. The catalyst class is: 3.